Dataset: Forward reaction prediction with 1.9M reactions from USPTO patents (1976-2016). Task: Predict the product of the given reaction. (1) Given the reactants [F:1][C:2]1[CH:7]=[CH:6][CH:5]=[CH:4][C:3]=1[NH:8][N:9]=[CH:10][C:11]1[C:16](Br)=[CH:15][C:14]([CH3:18])=[CH:13][C:12]=1[Br:19].P([O-])([O-])([O-])=O.[K+].[K+].[K+], predict the reaction product. The product is: [Br:19][C:12]1[CH:13]=[C:14]([CH3:18])[CH:15]=[C:16]2[C:11]=1[CH:10]=[N:9][N:8]2[C:3]1[CH:4]=[CH:5][CH:6]=[CH:7][C:2]=1[F:1]. (2) Given the reactants [CH3:1][C:2]1[N:6]([CH2:7][CH2:8][CH3:9])[C:5]2[CH:10]=[CH:11][C:12]([C:14]([OH:16])=O)=[CH:13][C:4]=2[N:3]=1.S(Cl)(Cl)=O.[NH2:21][C:22]1[CH:27]=[CH:26][CH:25]=[CH:24][C:23]=1O.C([N:31](CC)CC)C.CS(O)(=O)=O.C(=O)([O-])O.[Na+].[OH-].[Na+].Cl, predict the reaction product. The product is: [NH2:21][C:22]1[CH:27]=[CH:26][C:25]2[O:16][C:14]([C:12]3[CH:11]=[CH:10][C:5]4[N:6]([CH2:7][CH2:8][CH3:9])[C:2]([CH3:1])=[N:3][C:4]=4[CH:13]=3)=[N:31][C:24]=2[CH:23]=1. (3) Given the reactants N(N=[N+]=[N-])[C@H:2](C(N[C@H](C(N=[N+]=[N-])=O)CCCNC(N)=O)=O)C(C)C.N(N=[N+]=[N-])[C@H](C(N[C@H](C(N=[N+]=[N-])=O)CCCCN)=O)CC1C=CC=CC=1.[O:51]=[C:52]1[O:58][C@H:57]([C@H:59]([CH2:61]O)[OH:60])[C:55](O)=[C:53]1O, predict the reaction product. The product is: [CH3:61][CH:59]([OH:60])[CH2:57][O:58][C:52]([C:53]([CH3:55])=[CH2:2])=[O:51]. (4) Given the reactants [N+:1]([C:4]1[C:5]([C:9]([O:11][CH3:12])=[O:10])=[N:6][NH:7][CH:8]=1)([O-:3])=[O:2].C(N(CC)CC)C.[C:20](Cl)([C:33]1[CH:38]=[CH:37][CH:36]=[CH:35][CH:34]=1)([C:27]1[CH:32]=[CH:31][CH:30]=[CH:29][CH:28]=1)[C:21]1[CH:26]=[CH:25][CH:24]=[CH:23][CH:22]=1, predict the reaction product. The product is: [N+:1]([C:4]1[C:5]([C:9]([O:11][CH3:12])=[O:10])=[N:6][N:7]([C:20]([C:21]2[CH:26]=[CH:25][CH:24]=[CH:23][CH:22]=2)([C:33]2[CH:34]=[CH:35][CH:36]=[CH:37][CH:38]=2)[C:27]2[CH:28]=[CH:29][CH:30]=[CH:31][CH:32]=2)[CH:8]=1)([O-:3])=[O:2]. (5) Given the reactants Br[C:2]1[CH:3]=[N:4][C:5](I)=[N:6][CH:7]=1.[C:9](=[O:12])([O-])[O-:10].[Na+].[Na+].[B:24]1([B:24]2[O:28][C:27]([CH3:30])([CH3:29])[C:26]([CH3:32])([CH3:31])[O:25]2)[O:28][C:27]([CH3:30])([CH3:29])[C:26]([CH3:32])([CH3:31])[O:25]1.[C:33]([O-])(=O)[CH3:34].[K+].CO[CH2:40][CH2:41]OC, predict the reaction product. The product is: [CH3:30][C:27]1([CH3:29])[C:26]([CH3:31])([CH3:32])[O:25][B:24]([C:2]2[CH:3]=[N:4][C:5]([C:41]3[CH2:40][CH2:29][CH:27]([C:9]([O:10][CH2:33][CH3:34])=[O:12])[CH2:26][CH:31]=3)=[N:6][CH:7]=2)[O:28]1. (6) Given the reactants [OH-].[Na+].C[O:4][C:5](=[O:28])[CH2:6][C:7]1[C:15]2[C:10](=[N:11][CH:12]=[CH:13][CH:14]=2)[N:9]([S:16]([C:19]2[CH:24]=[CH:23][C:22]([Cl:25])=[C:21]([Cl:26])[CH:20]=2)(=[O:18])=[O:17])[C:8]=1[CH3:27], predict the reaction product. The product is: [Cl:26][C:21]1[CH:20]=[C:19]([S:16]([N:9]2[C:10]3=[N:11][CH:12]=[CH:13][CH:14]=[C:15]3[C:7]([CH2:6][C:5]([OH:28])=[O:4])=[C:8]2[CH3:27])(=[O:17])=[O:18])[CH:24]=[CH:23][C:22]=1[Cl:25]. (7) Given the reactants [N:1]1[C:10]2[C:5](=[CH:6][CH:7]=[CH:8][CH:9]=2)[CH:4]=[CH:3][C:2]=1[CH2:11][CH:12]1[CH2:16][CH2:15][CH2:14][CH:13]1[NH:17]C(=O)OC(C)(C)C.[ClH:25], predict the reaction product. The product is: [ClH:25].[N:1]1[C:10]2[C:5](=[CH:6][CH:7]=[CH:8][CH:9]=2)[CH:4]=[CH:3][C:2]=1[CH2:11][CH:12]1[CH2:16][CH2:15][CH2:14][CH:13]1[NH2:17].